Dataset: Forward reaction prediction with 1.9M reactions from USPTO patents (1976-2016). Task: Predict the product of the given reaction. Given the reactants [F:1][C:2]([F:18])([F:17])[C:3]1[CH:16]=[CH:15][CH:14]=[CH:13][C:4]=1[C:5]([N:7]1[CH2:12][CH2:11][NH:10][CH2:9][CH2:8]1)=[O:6].Cl[C:20]1[O:21][C:22]2[CH:28]=[CH:27][CH:26]=[CH:25][C:23]=2[N:24]=1, predict the reaction product. The product is: [F:18][C:2]([F:1])([F:17])[C:3]1[CH:16]=[CH:15][CH:14]=[CH:13][C:4]=1[C:5]([N:7]1[CH2:8][CH2:9][N:10]([C:20]2[O:21][C:22]3[CH:28]=[CH:27][CH:26]=[CH:25][C:23]=3[N:24]=2)[CH2:11][CH2:12]1)=[O:6].